Predict the reaction yield, written as a fraction of the theoretical maximum amount of product (1.0 means a 100% yield; for example, 0.34 means a 34% yield). From a dataset of Reaction yield outcomes from USPTO patents with 853,638 reactions. (1) The yield is 0.710. The reactants are [Br:1][C:2]1[CH:3]=[N:4][N:5]([CH3:25])[C:6]=1[C:7]1[CH:12]=[C:11]([N+:13]([O-])=O)[CH:10]=[CH:9][C:8]=1[O:16][CH2:17][C:18]1[CH:23]=[CH:22][C:21]([Cl:24])=[CH:20][CH:19]=1.O.O.Cl[Sn]Cl. The product is [Br:1][C:2]1[CH:3]=[N:4][N:5]([CH3:25])[C:6]=1[C:7]1[CH:12]=[C:11]([NH2:13])[CH:10]=[CH:9][C:8]=1[O:16][CH2:17][C:18]1[CH:23]=[CH:22][C:21]([Cl:24])=[CH:20][CH:19]=1.[NH2:13][C:11]1[CH:12]=[CH:7][CH:8]=[CH:9][CH:10]=1. The catalyst is CCO. (2) The reactants are Br[C:2]1[C:3]([F:19])=[CH:4][C:5]2[O:11][CH2:10][CH2:9][N:8]3[CH:12]=[C:13]([C:15]([NH2:17])=[O:16])[N:14]=[C:7]3[C:6]=2[CH:18]=1.[F:20][CH2:21][C:22]([CH3:26])([OH:25])[C:23]#[CH:24]. No catalyst specified. The product is [F:19][C:3]1[C:2]([C:24]#[C:23][C:22]([OH:25])([CH3:26])[CH2:21][F:20])=[CH:18][C:6]2[C:7]3[N:8]([CH:12]=[C:13]([C:15]([NH2:17])=[O:16])[N:14]=3)[CH2:9][CH2:10][O:11][C:5]=2[CH:4]=1. The yield is 0.330. (3) The reactants are [Br:1][C:2]1[CH:10]=[CH:9][CH:8]=[C:7]2[C:3]=1[C:4](=[O:12])[C:5](=[O:11])[NH:6]2.[H-].[Na+].Br.Br[CH2:17][C:18]1[CH:23]=[CH:22][CH:21]=[CH:20][N:19]=1. The catalyst is CN(C)C=O. The product is [Br:1][C:2]1[CH:10]=[CH:9][CH:8]=[C:7]2[C:3]=1[C:4](=[O:12])[C:5](=[O:11])[N:6]2[CH2:17][C:18]1[CH:23]=[CH:22][CH:21]=[CH:20][N:19]=1. The yield is 0.850. (4) The reactants are [Br:1][C:2]1[CH:3]=[C:4]2[CH:11]=[CH:10][N:9]([CH3:12])[C:5]2=[C:6](Cl)[N:7]=1.CN(C)[CH:15]=[O:16].[I:18]N1C(=O)CCC1=O.S(=O)(=O)(O)[O-].[Na+]. The catalyst is O. The product is [Br:1][C:2]1[CH:3]=[C:4]2[C:11]([I:18])=[CH:10][N:9]([CH3:12])[C:5]2=[C:6]([O:16][CH3:15])[N:7]=1. The yield is 0.990. (5) The reactants are [CH3:1][NH:2][S:3]([C:6]1[CH:11]=[CH:10][CH:9]=[CH:8][C:7]=1[N+:12]([O-:14])=[O:13])(=[O:5])=[O:4].C1C=CC(P(C2C=CC=CC=2)C2C=CC=CC=2)=CC=1.[CH3:34][CH2:35][O:36][C:37](/N=N/[C:37]([O:36][CH2:35][CH3:34])=O)=O.O1C[C@@H]1CO. The catalyst is C1COCC1. The product is [CH3:1][N:2]([CH2:34][C@H:35]1[CH2:37][O:36]1)[S:3]([C:6]1[CH:11]=[CH:10][CH:9]=[CH:8][C:7]=1[N+:12]([O-:14])=[O:13])(=[O:5])=[O:4]. The yield is 0.937. (6) The reactants are N1C=CC=CC=1.[CH3:7][S:8](Cl)(=[O:10])=[O:9].[F:12][C:13]1[CH:23]=[CH:22][C:16]([O:17][CH2:18][CH2:19][CH2:20][NH2:21])=[C:15]([N+:24]([O-:26])=[O:25])[CH:14]=1.Cl. The catalyst is O.ClCCl. The product is [F:12][C:13]1[CH:23]=[CH:22][C:16]([O:17][CH2:18][CH2:19][CH2:20][NH:21][S:8]([CH3:7])(=[O:10])=[O:9])=[C:15]([N+:24]([O-:26])=[O:25])[CH:14]=1. The yield is 0.440. (7) The reactants are [CH3:1][C@H:2]1[CH2:7][NH:6][C@H:5]([CH3:8])[CH2:4][N:3]1[C:9]([O:11][CH2:12][CH3:13])=[O:10].[CH2:14](Br)[CH:15]=[CH2:16].C(=O)([O-])[O-].[Na+].[Na+]. The catalyst is C(#N)C. The product is [CH2:16]([N:6]1[C@H:5]([CH3:8])[CH2:4][N:3]([C:9]([O:11][CH2:12][CH3:13])=[O:10])[C@@H:2]([CH3:1])[CH2:7]1)[CH:15]=[CH2:14]. The yield is 0.810.